From a dataset of CYP1A2 inhibition data for predicting drug metabolism from PubChem BioAssay. Regression/Classification. Given a drug SMILES string, predict its absorption, distribution, metabolism, or excretion properties. Task type varies by dataset: regression for continuous measurements (e.g., permeability, clearance, half-life) or binary classification for categorical outcomes (e.g., BBB penetration, CYP inhibition). Dataset: cyp1a2_veith. (1) The compound is COc1ccc(-c2nc3cnc(Nc4cccc(OC)c4)nc3n(CCC#N)c2=O)cc1. The result is 1 (inhibitor). (2) The molecule is Cc1ccc(C2CC2C(=O)NN)cc1. The result is 1 (inhibitor). (3) The compound is CN(C)c1ncnc2ccc(-c3ccccc3C(F)(F)F)cc12. The result is 1 (inhibitor). (4) The molecule is CCNC[C@H](O)c1cccc(O)c1. The result is 0 (non-inhibitor). (5) The molecule is CN(C)CCn1c(CO)nc2c1c(=O)n(C)c(=O)n2C. The result is 0 (non-inhibitor). (6) The drug is COc1ccc(COC(=O)N/N=C2/C[C@@H](O)[C@@H](O)[C@@H]3[C@@H]4C(=O)N(C[C@@H]5CCCO5)C(=O)[C@H]4CC[C@@H]23)cc1. The result is 0 (non-inhibitor). (7) The compound is O=C(O)C[C@H](Cc1ccccc1)C(=O)O. The result is 0 (non-inhibitor). (8) The molecule is COc1ccccc1CN1CCCC2(CCN(C(=O)c3cnccn3)CC2)C1. The result is 0 (non-inhibitor).